Predict the reactants needed to synthesize the given product. From a dataset of Full USPTO retrosynthesis dataset with 1.9M reactions from patents (1976-2016). (1) Given the product [Br:1][C:2]1[C:3]([OH:11])=[C:4]([CH2:5][NH:13][NH:12][C:14]([O:16][C:17]([CH3:20])([CH3:19])[CH3:18])=[O:15])[CH:7]=[C:8]([Cl:10])[CH:9]=1, predict the reactants needed to synthesize it. The reactants are: [Br:1][C:2]1[C:3]([OH:11])=[C:4]([CH:7]=[C:8]([Cl:10])[CH:9]=1)[CH:5]=O.[NH:12]([C:14]([O:16][C:17]([CH3:20])([CH3:19])[CH3:18])=[O:15])[NH2:13].C(O[BH-](OC(=O)C)OC(=O)C)(=O)C.[Na+].Cl. (2) The reactants are: [F:1][C:2]([F:27])([F:26])[C:3]1[CH:4]=[C:5]([NH:9][C:10](=[O:25])[CH2:11][C:12]([NH:14][C:15]2[CH:20]=[CH:19][CH:18]=[C:17]([C:21]([F:24])([F:23])[F:22])[CH:16]=2)=[O:13])[CH:6]=[CH:7][CH:8]=1.[F:28][C:29]([F:39])([F:38])[C:30]1[N:35]=[CH:34][C:33]([CH:36]=O)=[CH:32][CH:31]=1. Given the product [F:1][C:2]([F:26])([F:27])[C:3]1[CH:4]=[C:5]([NH:9][C:10](=[O:25])[C:11](=[CH:36][C:33]2[CH:34]=[N:35][C:30]([C:29]([F:39])([F:28])[F:38])=[CH:31][CH:32]=2)[C:12]([NH:14][C:15]2[CH:20]=[CH:19][CH:18]=[C:17]([C:21]([F:24])([F:23])[F:22])[CH:16]=2)=[O:13])[CH:6]=[CH:7][CH:8]=1, predict the reactants needed to synthesize it.